Task: Predict the reaction yield, written as a fraction of the theoretical maximum amount of product (1.0 means a 100% yield; for example, 0.34 means a 34% yield).. Dataset: Reaction yield outcomes from USPTO patents with 853,638 reactions (1) The reactants are [C:1]([N:8]1[CH2:15][CH2:14][CH2:13][C@H:9]1[C:10]([OH:12])=[O:11])([O:3][C:4]([CH3:7])([CH3:6])[CH3:5])=[O:2].C(N(CC)CC)C.ClC(OCC)=O.[CH2:29]([O:36][C:37](=[O:52])[C@H:38]([CH2:40][CH2:41][C:42]([O:44][CH2:45][C:46]1[CH:51]=[CH:50][CH:49]=[CH:48][CH:47]=1)=[O:43])[NH2:39])[C:30]1[CH:35]=[CH:34][CH:33]=[CH:32][CH:31]=1.C(O)(=O)CC(CC(O)=O)(C(O)=O)O. The catalyst is ClCCl.C(=O)(O)[O-].[Na+]. The product is [C:1]([N:8]1[CH2:15][CH2:14][CH2:13][C@H:9]1[C:10]([OH:12])=[O:11])([O:3][C:4]([CH3:7])([CH3:6])[CH3:5])=[O:2].[CH2:29]([O:36][C:37](=[O:52])[C@H:38]([CH2:40][CH2:41][C:42]([O:44][CH2:45][C:46]1[CH:51]=[CH:50][CH:49]=[CH:48][CH:47]=1)=[O:43])[NH2:39])[C:30]1[CH:31]=[CH:32][CH:33]=[CH:34][CH:35]=1. The yield is 0.950. (2) The reactants are [OH:1][C:2]1[N:7]=[CH:6][C:5]([C:8]2[CH:9]=[C:10]([CH:29]=[CH:30][CH:31]=2)[CH2:11][O:12][C:13]2[CH:18]=[CH:17][C:16]([C:19]3([CH2:23][C:24]([O:26][CH2:27][CH3:28])=[O:25])[CH2:22][O:21][CH2:20]3)=[CH:15][CH:14]=2)=[CH:4][CH:3]=1.CC1C=CC(S(O[CH2:43][CH2:44][CH2:45][S:46]([CH3:49])(=[O:48])=[O:47])(=O)=O)=CC=1.C(=O)([O-])[O-].[Cs+].[Cs+]. The catalyst is CN(C=O)C. The product is [CH3:49][S:46]([CH2:45][CH2:44][CH2:43][O:1][C:2]1[N:7]=[CH:6][C:5]([C:8]2[CH:9]=[C:10]([CH:29]=[CH:30][CH:31]=2)[CH2:11][O:12][C:13]2[CH:14]=[CH:15][C:16]([C:19]3([CH2:23][C:24]([O:26][CH2:27][CH3:28])=[O:25])[CH2:22][O:21][CH2:20]3)=[CH:17][CH:18]=2)=[CH:4][CH:3]=1)(=[O:48])=[O:47]. The yield is 0.810.